Task: Predict the product of the given reaction.. Dataset: Forward reaction prediction with 1.9M reactions from USPTO patents (1976-2016) (1) Given the reactants [Cl:1][C:2]1[CH:10]=[C:9]([CH2:11][OH:12])[CH:8]=[C:7]2[C:3]=1[CH:4]=[N:5][NH:6]2.C1C=C[NH+]=CC=1.C1C=C[NH+]=CC=1.[O-][Cr](O[Cr]([O-])(=O)=O)(=O)=O, predict the reaction product. The product is: [Cl:1][C:2]1[CH:10]=[C:9]([CH:11]=[O:12])[CH:8]=[C:7]2[C:3]=1[CH:4]=[N:5][NH:6]2. (2) Given the reactants [N+:1]([C:4]1[CH:12]=[CH:11][CH:10]=[CH:9][C:5]=1[C:6](Cl)=[O:7])([O-:3])=[O:2].Cl.[CH3:14][O:15][C:16](=[O:25])[C@H:17]([NH2:24])[CH:18]1[CH2:23][CH2:22][CH2:21][CH2:20][CH2:19]1.C(N(C(C)C)CC)(C)C, predict the reaction product. The product is: [CH3:14][O:15][C:16](=[O:25])[C@@H:17]([CH:18]1[CH2:23][CH2:22][CH2:21][CH2:20][CH2:19]1)[NH:24][C:6](=[O:7])[C:5]1[CH:9]=[CH:10][CH:11]=[CH:12][C:4]=1[N+:1]([O-:3])=[O:2]. (3) Given the reactants [C:1]([C:3]1[C:4]([N:18]2[CH2:23][CH2:22][NH:21][CH2:20][CH2:19]2)=[N:5][C:6]([C:14]([F:17])([F:16])[F:15])=[C:7]([CH:13]=1)[C:8]([O:10][CH2:11][CH3:12])=[O:9])#[N:2].[N:24]([C@H:27]([C:29]1[CH:34]=[CH:33][CH:32]=[CH:31][CH:30]=1)[CH3:28])=[C:25]=[O:26], predict the reaction product. The product is: [C:1]([C:3]1[C:4]([N:18]2[CH2:23][CH2:22][N:21]([C:25]([NH:24][C@H:27]([C:29]3[CH:34]=[CH:33][CH:32]=[CH:31][CH:30]=3)[CH3:28])=[O:26])[CH2:20][CH2:19]2)=[N:5][C:6]([C:14]([F:15])([F:17])[F:16])=[C:7]([CH:13]=1)[C:8]([O:10][CH2:11][CH3:12])=[O:9])#[N:2].